Task: Regression. Given a peptide amino acid sequence and an MHC pseudo amino acid sequence, predict their binding affinity value. This is MHC class II binding data.. Dataset: Peptide-MHC class II binding affinity with 134,281 pairs from IEDB (1) The peptide sequence is KWVQMCSRTLKNSHQ. The MHC is DRB1_1501 with pseudo-sequence DRB1_1501. The binding affinity (normalized) is 0.505. (2) The peptide sequence is ALEAAVKQAYAATVA. The MHC is DRB4_0101 with pseudo-sequence DRB4_0103. The binding affinity (normalized) is 0.194. (3) The peptide sequence is LVGAPFASLVATGLCFFGVA. The MHC is H-2-IAk with pseudo-sequence H-2-IAk. The binding affinity (normalized) is 0. (4) The peptide sequence is YLAILVKYVDGDGDV. The MHC is DRB1_0405 with pseudo-sequence DRB1_0405. The binding affinity (normalized) is 0.540. (5) The peptide sequence is MLIESNLAGSNDNFL. The MHC is DRB1_0404 with pseudo-sequence DRB1_0404. The binding affinity (normalized) is 0.359. (6) The peptide sequence is GELQIVDKIDAAFII. The MHC is DRB5_0101 with pseudo-sequence DRB5_0101. The binding affinity (normalized) is 0.472. (7) The peptide sequence is CILAWILVRIINVRS. The MHC is HLA-DPA10301-DPB10402 with pseudo-sequence HLA-DPA10301-DPB10402. The binding affinity (normalized) is 0. (8) The binding affinity (normalized) is 0.0479. The peptide sequence is SDANTEYERLLSMLN. The MHC is DRB1_1302 with pseudo-sequence DRB1_1302. (9) The peptide sequence is GGLHRMVLDGRAPVL. The MHC is DRB1_0405 with pseudo-sequence DRB1_0405. The binding affinity (normalized) is 0.235.